Dataset: Full USPTO retrosynthesis dataset with 1.9M reactions from patents (1976-2016). Task: Predict the reactants needed to synthesize the given product. (1) Given the product [F:1][C:2]1[C:31]([F:32])=[CH:30][CH:29]=[CH:28][C:3]=1[CH2:4][NH:5][C:6]1[C:11]([C:12]([NH2:14])=[O:13])=[CH:10][N:9]=[C:8]([NH:15][C:16]2[CH:17]=[CH:18][C:19]([CH:22]3[CH2:23][CH2:24][N:25]([C:69](=[O:70])[CH2:71][N:49]4[CH2:53][CH2:54][CH2:55][CH2:56][CH2:57]4)[CH2:26][CH2:27]3)=[CH:20][CH:21]=2)[CH:7]=1, predict the reactants needed to synthesize it. The reactants are: [F:1][C:2]1[C:31]([F:32])=[CH:30][CH:29]=[CH:28][C:3]=1[CH2:4][NH:5][C:6]1[C:11]([C:12]([NH2:14])=[O:13])=[CH:10][N:9]=[C:8]([NH:15][C:16]2[CH:21]=[CH:20][C:19]([CH:22]3[CH2:27][CH2:26][NH:25][CH2:24][CH2:23]3)=[CH:18][CH:17]=2)[CH:7]=1.CCN(C(C)C)C(C)C.F[P-](F)(F)(F)(F)F.[N:49]1(O[P+](N(C)C)(N(C)C)N(C)C)[C:53]2[CH:54]=[CH:55][CH:56]=[CH:57]C=2N=N1.[C:69](O)([C:71](F)(F)F)=[O:70]. (2) Given the product [CH3:1][S:2]([OH:5])(=[O:4])=[O:3].[NH2:6][C:7]1[CH:16]=[C:15]2[C:10]([CH:11]=[C:12]([C:20]3[C:21]([Cl:37])=[CH:22][C:23]([F:36])=[C:24]([NH:26][C:27]([NH:29][C:30]4[CH:31]=[CH:32][CH:33]=[CH:34][CH:35]=4)=[O:28])[CH:25]=3)[C:13](=[O:19])[N:14]2[CH2:17][CH3:18])=[CH:9][N:8]=1, predict the reactants needed to synthesize it. The reactants are: [CH3:1][S:2]([OH:5])(=[O:4])=[O:3].[NH2:6][C:7]1[CH:16]=[C:15]2[C:10]([CH:11]=[C:12]([C:20]3[C:21]([Cl:37])=[CH:22][C:23]([F:36])=[C:24]([NH:26][C:27]([NH:29][C:30]4[CH:35]=[CH:34][CH:33]=[CH:32][CH:31]=4)=[O:28])[CH:25]=3)[C:13](=[O:19])[N:14]2[CH2:17][CH3:18])=[CH:9][N:8]=1. (3) Given the product [C:1]([O:4][CH2:5][C:6]1[S:7][C:8]([Br:18])=[CH:9][C:10]=1[CH3:11])(=[O:3])[CH3:2], predict the reactants needed to synthesize it. The reactants are: [C:1]([O:4][CH2:5][C:6]1[S:7][CH:8]=[CH:9][C:10]=1[CH3:11])(=[O:3])[CH3:2].N1C=CC=CC=1.[Br:18]Br. (4) Given the product [Br:17][CH2:1][C:2]1[N:3]=[C:4]([C:7](=[O:9])[CH3:8])[S:5][CH:6]=1, predict the reactants needed to synthesize it. The reactants are: [CH3:1][C:2]1[N:3]=[C:4]([C:7](=[O:9])[CH3:8])[S:5][CH:6]=1.C1C(=O)N([Br:17])C(=O)C1.